From a dataset of Full USPTO retrosynthesis dataset with 1.9M reactions from patents (1976-2016). Predict the reactants needed to synthesize the given product. (1) Given the product [C:1]([O:5][C:6]([N:8]1[CH2:15][CH2:14][CH2:13][CH:9]1[C:10]([O:12][CH2:24][CH2:23][CH2:22][C:18]1[CH:17]=[N:16][CH:21]=[CH:20][CH:19]=1)=[O:11])=[O:7])([CH3:4])([CH3:2])[CH3:3], predict the reactants needed to synthesize it. The reactants are: [C:1]([O:5][C:6]([N:8]1[CH2:15][CH2:14][CH2:13][C@H:9]1[C:10]([OH:12])=[O:11])=[O:7])([CH3:4])([CH3:3])[CH3:2].[N:16]1[CH:21]=[CH:20][CH:19]=[C:18]([CH2:22][CH2:23][CH2:24]O)[CH:17]=1.C12(CS(O)(=O)=O)C(C)(C)C(CC1)CC2=O. (2) Given the product [N:1]1[CH:6]=[CH:5][CH:4]=[CH:3][C:2]=1[CH2:7][C:14](=[O:15])[CH3:13], predict the reactants needed to synthesize it. The reactants are: [N:1]1[CH:6]=[CH:5][CH:4]=[CH:3][C:2]=1[CH3:7].C([Li])CCC.[CH3:13][C:14](N(C)C)=[O:15].Cl. (3) Given the product [CH3:40][N:17]1[C:16]([C:14](=[O:15])[NH:13][CH:10]2[CH2:11][CH2:12][NH:8][CH2:9]2)=[C:20]([NH:21][C:22]([C:24]2[C:29]([NH:30][C:31]3[CH:36]=[N:35][CH:34]=[N:33][CH:32]=3)=[N:28][CH:27]=[C:26]([CH:37]3[CH2:39][CH2:38]3)[N:25]=2)=[O:23])[CH:19]=[N:18]1, predict the reactants needed to synthesize it. The reactants are: C(OC([N:8]1[CH2:12][CH2:11][CH:10]([NH:13][C:14]([C:16]2[N:17]([CH3:40])[N:18]=[CH:19][C:20]=2[NH:21][C:22]([C:24]2[C:29]([NH:30][C:31]3[CH:32]=[N:33][CH:34]=[N:35][CH:36]=3)=[N:28][CH:27]=[C:26]([CH:37]3[CH2:39][CH2:38]3)[N:25]=2)=[O:23])=[O:15])[CH2:9]1)=O)(C)(C)C.Cl. (4) Given the product [Br:9][C:10]1[C:11]([O:8][C:5]2[CH:6]=[CH:7][C:2]([Cl:1])=[CH:3][CH:4]=2)=[CH:12][C:13]([F:20])=[C:14]([CH:19]=1)[C:15]([O:17][CH3:18])=[O:16], predict the reactants needed to synthesize it. The reactants are: [Cl:1][C:2]1[CH:7]=[CH:6][C:5]([OH:8])=[CH:4][CH:3]=1.[Br:9][C:10]1[C:11](F)=[CH:12][C:13]([F:20])=[C:14]([CH:19]=1)[C:15]([O:17][CH3:18])=[O:16].C(=O)([O-])[O-].[K+].[K+]. (5) Given the product [F:25][C:2]([F:1])([F:24])[C:3]1[CH:4]=[CH:5][C:6]([O:9][C:10]2[CH:11]=[C:12](/[CH:16]=[C:17]3/[CH2:18][CH:19]([NH:23][C:32]([C:27]4[CH:28]=[N:29][CH:30]=[CH:31][N:26]=4)=[O:33])[CH2:20][CH2:21][CH2:22]/3)[CH:13]=[CH:14][CH:15]=2)=[N:7][CH:8]=1, predict the reactants needed to synthesize it. The reactants are: [F:1][C:2]([F:25])([F:24])[C:3]1[CH:4]=[CH:5][C:6]([O:9][C:10]2[CH:11]=[C:12](/[CH:16]=[C:17]3/[CH2:18][CH:19]([NH2:23])[CH2:20][CH2:21][CH2:22]/3)[CH:13]=[CH:14][CH:15]=2)=[N:7][CH:8]=1.[N:26]1[CH:31]=[CH:30][N:29]=[CH:28][C:27]=1[C:32](O)=[O:33].CN(C(ON1N=NC2C=CC=NC1=2)=[N+](C)C)C.F[P-](F)(F)(F)(F)F.CCN(C(C)C)C(C)C. (6) Given the product [Cl:1][C:2]1[CH:7]=[CH:6][C:5]([NH:8][C:9]([C:11]2[S:15][C:14]([NH:16][C:17]3[CH:22]=[CH:21][C:20](/[CH:23]=[CH:24]/[S:25]([C:28]4[CH:29]=[CH:30][CH:31]=[CH:32][CH:33]=4)(=[O:27])=[O:26])=[CH:19][CH:18]=3)=[N:13][CH:12]=2)=[O:10])=[CH:4][CH:3]=1, predict the reactants needed to synthesize it. The reactants are: [Cl:1][C:2]1[CH:7]=[CH:6][C:5]([N:8](CC2C=CC(OC)=CC=2)[C:9]([C:11]2[S:15][C:14]([NH:16][C:17]3[CH:22]=[CH:21][C:20](/[CH:23]=[CH:24]/[S:25]([C:28]4[CH:33]=[CH:32][CH:31]=[CH:30][CH:29]=4)(=[O:27])=[O:26])=[CH:19][CH:18]=3)=[N:13][CH:12]=2)=[O:10])=[CH:4][CH:3]=1.O.C(C1C(=O)C(Cl)=C(Cl)C(=O)C=1C#N)#N. (7) Given the product [CH3:25][N:13]([C@@H:14]1[CH2:19][CH2:18][CH2:17][C@H:16]([C:20]([O:22][CH2:23][CH3:24])=[O:21])[CH2:15]1)[S:10]([C:5]1[CH:6]=[CH:7][CH:8]=[CH:9][C:4]=1[N+:1]([O-:3])=[O:2])(=[O:12])=[O:11], predict the reactants needed to synthesize it. The reactants are: [N+:1]([C:4]1[CH:9]=[CH:8][CH:7]=[CH:6][C:5]=1[S:10]([NH:13][C@@H:14]1[CH2:19][CH2:18][CH2:17][C@H:16]([C:20]([O:22][CH2:23][CH3:24])=[O:21])[CH2:15]1)(=[O:12])=[O:11])([O-:3])=[O:2].[C:25](=O)([O-])[O-].[Cs+].[Cs+].CI. (8) Given the product [Cl:6][CH2:7][CH2:8][CH2:9][S:10]([NH:13][C:21]1[CH:26]=[C:25]([CH:27]([S:36]([C:39]2[CH:40]=[CH:41][C:42]([Cl:45])=[CH:43][CH:44]=2)(=[O:37])=[O:38])[C:28]2[CH:33]=[C:32]([F:34])[CH:31]=[CH:30][C:29]=2[F:35])[C:24]([Cl:46])=[CH:23][N:22]=1)(=[O:11])=[O:12], predict the reactants needed to synthesize it. The reactants are: O1CCCC1.[Cl:6][CH2:7][CH2:8][CH2:9][S:10]([N:13]([C:21]1[CH:26]=[C:25]([CH:27]([S:36]([C:39]2[CH:44]=[CH:43][C:42]([Cl:45])=[CH:41][CH:40]=2)(=[O:38])=[O:37])[C:28]2[CH:33]=[C:32]([F:34])[CH:31]=[CH:30][C:29]=2[F:35])[C:24]([Cl:46])=[CH:23][N:22]=1)S(CCCCl)(=O)=O)(=[O:12])=[O:11].[F-].C([N+](CCCC)(CCCC)CCCC)CCC.[Cl-].[NH4+].